This data is from Peptide-MHC class I binding affinity with 185,985 pairs from IEDB/IMGT. The task is: Regression. Given a peptide amino acid sequence and an MHC pseudo amino acid sequence, predict their binding affinity value. This is MHC class I binding data. (1) The MHC is HLA-A02:01 with pseudo-sequence HLA-A02:01. The binding affinity (normalized) is 0.334. The peptide sequence is TVKMGAFMYT. (2) The peptide sequence is LRYLLFGIK. The MHC is HLA-A03:01 with pseudo-sequence HLA-A03:01. The binding affinity (normalized) is 0.109. (3) The peptide sequence is LAVSAYTPW. The MHC is HLA-B51:01 with pseudo-sequence HLA-B51:01. The binding affinity (normalized) is 0.0847. (4) The peptide sequence is RGRGVAIHR. The binding affinity (normalized) is 0.0847. The MHC is HLA-B07:02 with pseudo-sequence HLA-B07:02. (5) The peptide sequence is IYKGVYQFK. The MHC is Patr-A0401 with pseudo-sequence Patr-A0401. The binding affinity (normalized) is 0.565. (6) The binding affinity (normalized) is 0.0847. The peptide sequence is DLKRIGASL. The MHC is HLA-A29:02 with pseudo-sequence HLA-A29:02. (7) The peptide sequence is IPISGRITA. The MHC is HLA-B35:01 with pseudo-sequence HLA-B35:01. The binding affinity (normalized) is 0.734. (8) The peptide sequence is PRTLNAWV. The MHC is Mamu-B03 with pseudo-sequence Mamu-B03. The binding affinity (normalized) is 0. (9) The peptide sequence is KRQEILDLWVY. The MHC is HLA-B08:01 with pseudo-sequence HLA-B08:01. The binding affinity (normalized) is 0.112. (10) The peptide sequence is DIVKGLSGY. The MHC is HLA-A23:01 with pseudo-sequence HLA-A23:01. The binding affinity (normalized) is 0.0847.